Dataset: NCI-60 drug combinations with 297,098 pairs across 59 cell lines. Task: Regression. Given two drug SMILES strings and cell line genomic features, predict the synergy score measuring deviation from expected non-interaction effect. (1) Drug 1: C1=CC(=CC=C1CC(C(=O)O)N)N(CCCl)CCCl.Cl. Drug 2: C1C(C(OC1N2C=NC3=C(N=C(N=C32)Cl)N)CO)O. Cell line: TK-10. Synergy scores: CSS=1.90, Synergy_ZIP=-0.596, Synergy_Bliss=-3.31, Synergy_Loewe=-8.83, Synergy_HSA=-7.10. (2) Drug 1: CC1=C(C=C(C=C1)NC(=O)C2=CC=C(C=C2)CN3CCN(CC3)C)NC4=NC=CC(=N4)C5=CN=CC=C5. Drug 2: C1=NNC2=C1C(=O)NC=N2. Cell line: SK-OV-3. Synergy scores: CSS=-4.02, Synergy_ZIP=2.09, Synergy_Bliss=0.119, Synergy_Loewe=-4.25, Synergy_HSA=-5.56. (3) Drug 1: CC1=C(C=C(C=C1)NC(=O)C2=CC=C(C=C2)CN3CCN(CC3)C)NC4=NC=CC(=N4)C5=CN=CC=C5. Drug 2: CS(=O)(=O)OCCCCOS(=O)(=O)C. Cell line: UACC-257. Synergy scores: CSS=4.51, Synergy_ZIP=0.308, Synergy_Bliss=1.42, Synergy_Loewe=-0.927, Synergy_HSA=-0.871. (4) Drug 1: C1=CC=C(C=C1)NC(=O)CCCCCCC(=O)NO. Drug 2: CN(CCCl)CCCl.Cl. Cell line: CCRF-CEM. Synergy scores: CSS=64.7, Synergy_ZIP=1.24, Synergy_Bliss=1.51, Synergy_Loewe=-8.74, Synergy_HSA=1.46. (5) Drug 1: C1=CC(=CC=C1CCC2=CNC3=C2C(=O)NC(=N3)N)C(=O)NC(CCC(=O)O)C(=O)O. Drug 2: CC1=C(C(CCC1)(C)C)C=CC(=CC=CC(=CC(=O)O)C)C. Cell line: HOP-62. Synergy scores: CSS=27.4, Synergy_ZIP=-6.68, Synergy_Bliss=3.11, Synergy_Loewe=-22.9, Synergy_HSA=0.465. (6) Drug 1: CC12CCC3C(C1CCC2=O)CC(=C)C4=CC(=O)C=CC34C. Drug 2: B(C(CC(C)C)NC(=O)C(CC1=CC=CC=C1)NC(=O)C2=NC=CN=C2)(O)O. Cell line: OVCAR-5. Synergy scores: CSS=41.3, Synergy_ZIP=-0.242, Synergy_Bliss=-0.568, Synergy_Loewe=0.358, Synergy_HSA=-0.473. (7) Drug 1: CC12CCC3C(C1CCC2=O)CC(=C)C4=CC(=O)C=CC34C. Drug 2: CCC(=C(C1=CC=CC=C1)C2=CC=C(C=C2)OCCN(C)C)C3=CC=CC=C3.C(C(=O)O)C(CC(=O)O)(C(=O)O)O. Cell line: CAKI-1. Synergy scores: CSS=10.9, Synergy_ZIP=-2.34, Synergy_Bliss=-4.22, Synergy_Loewe=-19.2, Synergy_HSA=-2.69. (8) Drug 1: CC1=C2C(C(=O)C3(C(CC4C(C3C(C(C2(C)C)(CC1OC(=O)C(C(C5=CC=CC=C5)NC(=O)OC(C)(C)C)O)O)OC(=O)C6=CC=CC=C6)(CO4)OC(=O)C)O)C)O. Drug 2: CC12CCC3C(C1CCC2OP(=O)(O)O)CCC4=C3C=CC(=C4)OC(=O)N(CCCl)CCCl.[Na+]. Cell line: EKVX. Synergy scores: CSS=3.89, Synergy_ZIP=3.57, Synergy_Bliss=5.46, Synergy_Loewe=4.15, Synergy_HSA=4.02. (9) Drug 1: COC1=C(C=C2C(=C1)N=CN=C2NC3=CC(=C(C=C3)F)Cl)OCCCN4CCOCC4. Drug 2: C1C(C(OC1N2C=NC(=NC2=O)N)CO)O. Cell line: T-47D. Synergy scores: CSS=15.1, Synergy_ZIP=1.02, Synergy_Bliss=6.53, Synergy_Loewe=1.03, Synergy_HSA=1.89.